This data is from NCI-60 drug combinations with 297,098 pairs across 59 cell lines. The task is: Regression. Given two drug SMILES strings and cell line genomic features, predict the synergy score measuring deviation from expected non-interaction effect. (1) Drug 1: N.N.Cl[Pt+2]Cl. Drug 2: CC1C(C(CC(O1)OC2CC(CC3=C2C(=C4C(=C3O)C(=O)C5=C(C4=O)C(=CC=C5)OC)O)(C(=O)CO)O)N)O.Cl. Cell line: HT29. Synergy scores: CSS=36.7, Synergy_ZIP=2.61, Synergy_Bliss=2.67, Synergy_Loewe=-30.4, Synergy_HSA=1.14. (2) Drug 1: C1CN1C2=NC(=NC(=N2)N3CC3)N4CC4. Drug 2: C(=O)(N)NO. Cell line: COLO 205. Synergy scores: CSS=23.7, Synergy_ZIP=-2.26, Synergy_Bliss=1.50, Synergy_Loewe=-16.3, Synergy_HSA=-0.257. (3) Drug 1: CC1=CC=C(C=C1)C2=CC(=NN2C3=CC=C(C=C3)S(=O)(=O)N)C(F)(F)F. Drug 2: CC12CCC3C(C1CCC2OP(=O)(O)O)CCC4=C3C=CC(=C4)OC(=O)N(CCCl)CCCl.[Na+]. Cell line: EKVX. Synergy scores: CSS=2.69, Synergy_ZIP=4.18, Synergy_Bliss=-1.39, Synergy_Loewe=-1.67, Synergy_HSA=-2.45. (4) Drug 1: CN1CCC(CC1)COC2=C(C=C3C(=C2)N=CN=C3NC4=C(C=C(C=C4)Br)F)OC. Drug 2: CC1=CC2C(CCC3(C2CCC3(C(=O)C)OC(=O)C)C)C4(C1=CC(=O)CC4)C. Cell line: NCI-H460. Synergy scores: CSS=2.36, Synergy_ZIP=-1.54, Synergy_Bliss=-1.13, Synergy_Loewe=-3.96, Synergy_HSA=-1.18. (5) Drug 1: CN1C(=O)N2C=NC(=C2N=N1)C(=O)N. Drug 2: C1C(C(OC1N2C=NC3=C2NC=NCC3O)CO)O. Cell line: COLO 205. Synergy scores: CSS=10.8, Synergy_ZIP=5.05, Synergy_Bliss=-7.45, Synergy_Loewe=0.965, Synergy_HSA=-6.31. (6) Drug 1: CC12CCC3C(C1CCC2=O)CC(=C)C4=CC(=O)C=CC34C. Drug 2: C1CNP(=O)(OC1)N(CCCl)CCCl. Cell line: MDA-MB-435. Synergy scores: CSS=33.1, Synergy_ZIP=0.134, Synergy_Bliss=-0.342, Synergy_Loewe=-14.4, Synergy_HSA=0.0922. (7) Drug 1: CC(CN1CC(=O)NC(=O)C1)N2CC(=O)NC(=O)C2. Drug 2: CC1OCC2C(O1)C(C(C(O2)OC3C4COC(=O)C4C(C5=CC6=C(C=C35)OCO6)C7=CC(=C(C(=C7)OC)O)OC)O)O. Cell line: PC-3. Synergy scores: CSS=31.3, Synergy_ZIP=1.25, Synergy_Bliss=3.36, Synergy_Loewe=5.66, Synergy_HSA=7.42. (8) Drug 1: CC1=C2C(C(=O)C3(C(CC4C(C3C(C(C2(C)C)(CC1OC(=O)C(C(C5=CC=CC=C5)NC(=O)C6=CC=CC=C6)O)O)OC(=O)C7=CC=CC=C7)(CO4)OC(=O)C)O)C)OC(=O)C. Drug 2: C1CN(CCN1C(=O)CCBr)C(=O)CCBr. Cell line: HCT116. Synergy scores: CSS=36.7, Synergy_ZIP=-3.63, Synergy_Bliss=-0.331, Synergy_Loewe=-16.1, Synergy_HSA=-2.20. (9) Drug 2: CC1CCCC2(C(O2)CC(NC(=O)CC(C(C(=O)C(C1O)C)(C)C)O)C(=CC3=CSC(=N3)C)C)C. Drug 1: C1CN1P(=S)(N2CC2)N3CC3. Synergy scores: CSS=59.1, Synergy_ZIP=1.29, Synergy_Bliss=-0.174, Synergy_Loewe=-27.7, Synergy_HSA=-0.714. Cell line: MDA-MB-435. (10) Drug 1: CC1C(C(CC(O1)OC2CC(OC(C2O)C)OC3=CC4=CC5=C(C(=O)C(C(C5)C(C(=O)C(C(C)O)O)OC)OC6CC(C(C(O6)C)O)OC7CC(C(C(O7)C)O)OC8CC(C(C(O8)C)O)(C)O)C(=C4C(=C3C)O)O)O)O. Drug 2: CC(C)(C#N)C1=CC(=CC(=C1)CN2C=NC=N2)C(C)(C)C#N. Cell line: SK-OV-3. Synergy scores: CSS=35.6, Synergy_ZIP=0.522, Synergy_Bliss=-0.786, Synergy_Loewe=-0.407, Synergy_HSA=-0.959.